This data is from Full USPTO retrosynthesis dataset with 1.9M reactions from patents (1976-2016). The task is: Predict the reactants needed to synthesize the given product. (1) Given the product [NH2:7][C:8]1[CH:13]=[CH:12][C:11]([CH:14]2[CH2:19][CH2:18][N:17]([C:20](=[O:29])[CH2:21][N:22]3[CH2:23][CH2:24][N:25]([CH3:28])[CH2:26][CH2:27]3)[CH2:16][CH2:15]2)=[CH:10][CH:9]=1, predict the reactants needed to synthesize it. The reactants are: C(OC(=O)[NH:7][C:8]1[CH:13]=[CH:12][C:11]([CH:14]2[CH2:19][CH2:18][N:17]([C:20](=[O:29])[CH2:21][N:22]3[CH2:27][CH2:26][N:25]([CH3:28])[CH2:24][CH2:23]3)[CH2:16][CH2:15]2)=[CH:10][CH:9]=1)(C)(C)C.C(O)(C(F)(F)F)=O. (2) Given the product [CH3:42][O:43][C:44]1[CH:45]=[C:46]([NH:47][C:6]([C:3]2([NH:2][CH3:1])[CH2:5][CH2:4]2)=[O:8])[CH:48]=[CH:49][C:50]=1[C:51]1[O:55][CH:54]=[N:53][CH:52]=1, predict the reactants needed to synthesize it. The reactants are: [CH3:1][NH:2][C:3]1([C:6]([OH:8])=O)[CH2:5][CH2:4]1.CN(C(ON1N=NC2C=CC=NC1=2)=[N+](C)C)C.F[P-](F)(F)(F)(F)F.C(N(CC)C(C)C)(C)C.[CH3:42][O:43][C:44]1[CH:45]=[C:46]([CH:48]=[CH:49][C:50]=1[C:51]1[O:55][CH:54]=[N:53][CH:52]=1)[NH2:47]. (3) Given the product [ClH:7].[CH3:8][O:9][C:10]([C:12]1[N:13]([CH2:37][C:38]2[CH:39]=[CH:40][C:41]([C:44]([OH:46])=[O:45])=[CH:42][CH:43]=2)[C:14](=[O:36])[C:15]2[C:20]([C:21]=1[C:22]1[CH:23]=[CH:24][CH:25]=[CH:26][CH:27]=1)=[CH:19][C:18]([NH:28][CH2:29][C:30]1[CH:35]=[CH:34][CH:33]=[CH:32][CH:31]=1)=[CH:17][CH:16]=2)=[O:11], predict the reactants needed to synthesize it. The reactants are: C(OC(=O)C)C.[ClH:7].[CH3:8][O:9][C:10]([C:12]1[N:13]([CH2:37][C:38]2[CH:43]=[CH:42][C:41]([C:44]([O:46]C(C)(C)C)=[O:45])=[CH:40][CH:39]=2)[C:14](=[O:36])[C:15]2[C:20]([C:21]=1[C:22]1[CH:27]=[CH:26][CH:25]=[CH:24][CH:23]=1)=[CH:19][C:18]([NH:28][CH2:29][C:30]1[CH:35]=[CH:34][CH:33]=[CH:32][CH:31]=1)=[CH:17][CH:16]=2)=[O:11]. (4) The reactants are: CO[C:3]1[CH:8]=[CH:7][C:6]([O:9]C)=[CH:5][C:4]=1[CH2:11][C:12]([C:14]1[CH:19]=[CH:18][C:17]([O:20]C)=[CH:16][C:15]=1F)=[O:13].Cl. Given the product [OH:20][C:17]1[CH:18]=[CH:19][C:14]([C:12]2[O:13][C:3]3[CH:8]=[CH:7][C:6]([OH:9])=[CH:5][C:4]=3[CH:11]=2)=[CH:15][CH:16]=1, predict the reactants needed to synthesize it.